Dataset: Experimentally validated miRNA-target interactions with 360,000+ pairs, plus equal number of negative samples. Task: Binary Classification. Given a miRNA mature sequence and a target amino acid sequence, predict their likelihood of interaction. The miRNA is hsa-miR-5010-3p with sequence UUUUGUGUCUCCCAUUCCCCAG. The protein sequence of the target gene is MAVQVLRQMVYFLLSLFSLVQGAHSGSPREDFRFCGQRNQTQQSTLHYDQSSEPHIFVWNTEETLTIRAPFLAAPDIPRFFPEPRGLYHFCLYWSRHTGRLHLRYGKHDYLLSSQASRLLCFQKQEQSLKQGAPLIATSVSSWQIPQNTSLPGAPSFIFSFHNAPHKVSHNASVDMCDLKKELQQLSRYLQHPQKAAKRPTAAFISQQLQSLESKLTSVSFLGDTLSFEEDRVNATVWKLPPTAGLEDLHIHSQKEEEQSEVQAYSLLLPRAVFQQTRGRRRDDAKRLLVVDFSSQALFQ.... Result: 0 (no interaction).